Dataset: Full USPTO retrosynthesis dataset with 1.9M reactions from patents (1976-2016). Task: Predict the reactants needed to synthesize the given product. The reactants are: [CH3:1][N:2]1[CH2:7][CH2:6][NH:5][CH2:4][CH2:3]1.ClC[C:10]1[CH:39]=[CH:38][C:13]([C:14]([NH:16][C:17]2[CH:22]=[CH:21][C:20]([CH3:23])=[C:19]([NH:24][C:25]3[N:30]=[C:29]([C:31]4[CH:32]=[N+:33]([O-:37])[CH:34]=[CH:35][CH:36]=4)[CH:28]=[CH:27][N:26]=3)[CH:18]=2)=[O:15])=[CH:12][CH:11]=1.[C:40](OCC)(=O)C. Given the product [CH3:1][N:2]1[CH2:7][CH2:6][N:5]([C:11]2[C:12]([CH3:40])=[C:13]([CH:38]=[CH:39][CH:10]=2)[C:14]([NH:16][C:17]2[CH:22]=[CH:21][C:20]([CH3:23])=[C:19]([NH:24][C:25]3[N:30]=[C:29]([C:31]4[CH:32]=[N+:33]([O-:37])[CH:34]=[CH:35][CH:36]=4)[CH:28]=[CH:27][N:26]=3)[CH:18]=2)=[O:15])[CH2:4][CH2:3]1, predict the reactants needed to synthesize it.